From a dataset of Peptide-MHC class II binding affinity with 134,281 pairs from IEDB. Regression. Given a peptide amino acid sequence and an MHC pseudo amino acid sequence, predict their binding affinity value. This is MHC class II binding data. (1) The peptide sequence is QVYPRSWSAVMLTFD. The MHC is HLA-DPA10103-DPB10301 with pseudo-sequence HLA-DPA10103-DPB10301. The binding affinity (normalized) is 0.912. (2) The peptide sequence is RIVVPCREQDELIGR. The MHC is DRB5_0101 with pseudo-sequence DRB5_0101. The binding affinity (normalized) is 0.367. (3) The MHC is DRB1_1101 with pseudo-sequence DRB1_1101. The peptide sequence is YDKFLANVYTVLTGK. The binding affinity (normalized) is 0.287. (4) The peptide sequence is KEVSGVKGFTLGRDG. The binding affinity (normalized) is 0.381. The MHC is HLA-DQA10501-DQB10303 with pseudo-sequence HLA-DQA10501-DQB10303. (5) The peptide sequence is RMVLASTTAKAMEQM. The MHC is DRB1_0101 with pseudo-sequence DRB1_0101. The binding affinity (normalized) is 0.573. (6) The peptide sequence is QVTFTVQKGSDPKKL. The MHC is DRB1_0101 with pseudo-sequence DRB1_0101. The binding affinity (normalized) is 0.533. (7) The peptide sequence is IPTAFSIGKTYKPEE. The MHC is DRB1_1302 with pseudo-sequence DRB1_1302. The binding affinity (normalized) is 0.0713. (8) The peptide sequence is GELQIVDKIDAKFKI. The MHC is DRB1_1201 with pseudo-sequence DRB1_1201. The binding affinity (normalized) is 0.616. (9) The peptide sequence is TAAVELARALVRAVA. The MHC is HLA-DPA10201-DPB10501 with pseudo-sequence HLA-DPA10201-DPB10501. The binding affinity (normalized) is 0.273. (10) The peptide sequence is GDKVAYALAQGLKVI. The MHC is HLA-DQA10401-DQB10402 with pseudo-sequence HLA-DQA10401-DQB10402. The binding affinity (normalized) is 0.349.